From a dataset of Reaction yield outcomes from USPTO patents with 853,638 reactions. Predict the reaction yield, written as a fraction of the theoretical maximum amount of product (1.0 means a 100% yield; for example, 0.34 means a 34% yield). (1) The reactants are Br[C:2]1[C:10]2[CH2:9][CH2:8][CH2:7][CH2:6][C:5]=2[N:4]2[CH2:11][CH2:12][NH:13][C:14](=[O:15])[C:3]=12.[Li]CCCC.C1C=CC(S(N(S(C2C=CC=CC=2)(=O)=O)[F:31])(=O)=O)=CC=1. The catalyst is O1CCCC1. The product is [F:31][C:2]1[C:10]2[CH2:9][CH2:8][CH2:7][CH2:6][C:5]=2[N:4]2[CH2:11][CH2:12][NH:13][C:14](=[O:15])[C:3]=12. The yield is 0.160. (2) The reactants are Br[C:2]1[N:7]=[CH:6][C:5]([CH:8]([OH:13])[C:9]([F:12])([F:11])[F:10])=[CH:4][CH:3]=1.[CH3:14][N:15]1[CH:19]=[C:18](B2OC(C)(C)C(C)(C)O2)[CH:17]=[N:16]1.C(=O)([O-])[O-].[Cs+].[Cs+].C1(P(C2CCCCC2)C2CCCCC2)CCCCC1. The catalyst is O1CCOCC1.C1C=CC(/C=C/C(/C=C/C2C=CC=CC=2)=O)=CC=1.C1C=CC(/C=C/C(/C=C/C2C=CC=CC=2)=O)=CC=1.C1C=CC(/C=C/C(/C=C/C2C=CC=CC=2)=O)=CC=1.[Pd].[Pd].O. The product is [F:10][C:9]([F:12])([F:11])[CH:8]([C:5]1[CH:6]=[N:7][C:2]([C:18]2[CH:17]=[N:16][N:15]([CH3:14])[CH:19]=2)=[CH:3][CH:4]=1)[OH:13]. The yield is 0.950. (3) The reactants are [Cl:1][C:2]1[CH:3]=[C:4]([N:8]2[C@@H:12]([CH3:13])[C@H:11]([OH:14])[C:10]([F:16])([F:15])[C:9]2=[O:17])[CH:5]=[CH:6][CH:7]=1.[I:18]N1C(=O)CCC1=O. The catalyst is C(O)(=O)C.S(=O)(=O)(O)O. The product is [Cl:1][C:2]1[CH:3]=[C:4]([N:8]2[C@@H:12]([CH3:13])[C@H:11]([OH:14])[C:10]([F:15])([F:16])[C:9]2=[O:17])[CH:5]=[CH:6][C:7]=1[I:18]. The yield is 0.690. (4) The reactants are [NH:1]1[CH2:5][CH2:4][CH2:3][C:2]1=[O:6].C(N(CC)CC)C.[C:14](Cl)([Cl:16])=[O:15]. The catalyst is C1(C)C=CC=CC=1. The product is [O:6]=[C:2]1[CH2:3][CH2:4][CH2:5][N:1]1[C:14]([Cl:16])=[O:15]. The yield is 0.720. (5) The reactants are [C:1]([N:4]1[CH2:9][CH2:8][CH:7]([C:10]([OH:12])=O)[CH2:6][CH2:5]1)(=[O:3])[CH3:2].N1(C(N2C=CN=C2)=O)C=CN=C1.Cl.[CH3:26][O:27][NH:28][CH3:29].Cl. The catalyst is ClCCl.O1CCOCC1. The product is [C:1]([N:4]1[CH2:5][CH2:6][CH:7]([C:10]([N:28]([O:27][CH3:26])[CH3:29])=[O:12])[CH2:8][CH2:9]1)(=[O:3])[CH3:2]. The yield is 0.807. (6) The yield is 0.330. The catalyst is Cl. The reactants are C([O:3][C:4](=[O:24])[C:5]1[CH:10]=[CH:9][C:8]([Cl:11])=[C:7]([N:12]2[C:17]([CH3:18])=[CH:16][C:15]([C:19]([F:22])([F:21])[F:20])=[N:14][C:13]2=[O:23])[CH:6]=1)C. The product is [Cl:11][C:8]1[CH:9]=[CH:10][C:5]([C:4]([OH:24])=[O:3])=[CH:6][C:7]=1[N:12]1[C:17]([CH3:18])=[CH:16][C:15]([C:19]([F:20])([F:21])[F:22])=[N:14][C:13]1=[O:23].